From a dataset of Forward reaction prediction with 1.9M reactions from USPTO patents (1976-2016). Predict the product of the given reaction. Given the reactants CC(OC(/N=N/C(OC(C)(C)C)=O)=O)(C)C.[Cl:17][C:18]1[CH:19]=[C:20]([CH:35]=[CH:36][C:37]=1[F:38])[NH:21][C:22]1[C:31]2[C:30]([OH:32])=[CH:29][C:28]([O:33][CH3:34])=[CH:27][C:26]=2[N:25]=[CH:24][N:23]=1.[Si:39]([O:46][C@H:47]1[CH2:51][N:50]([C:52]([O:54][C:55]([CH3:58])([CH3:57])[CH3:56])=[O:53])[C@@H:49]([CH2:59]O)[CH2:48]1)([C:42]([CH3:45])([CH3:44])[CH3:43])([CH3:41])[CH3:40].C1(P(C2C=CC=CC=2)C2C=CC=CC=2)C=CC=CC=1, predict the reaction product. The product is: [Si:39]([O:46][C@H:47]1[CH2:51][N:50]([C:52]([O:54][C:55]([CH3:58])([CH3:57])[CH3:56])=[O:53])[C@@H:49]([CH2:59][O:32][C:30]2[CH:29]=[C:28]([O:33][CH3:34])[CH:27]=[C:26]3[C:31]=2[C:22]([NH:21][C:20]2[CH:35]=[CH:36][C:37]([F:38])=[C:18]([Cl:17])[CH:19]=2)=[N:23][CH:24]=[N:25]3)[CH2:48]1)([C:42]([CH3:45])([CH3:44])[CH3:43])([CH3:41])[CH3:40].